Dataset: Catalyst prediction with 721,799 reactions and 888 catalyst types from USPTO. Task: Predict which catalyst facilitates the given reaction. (1) Reactant: CC(C)([O-])C.[K+].[CH3:7][O:8][C:9](=[O:17])[C:10]1[CH:15]=[CH:14][C:13]([OH:16])=[CH:12][CH:11]=1.[Cl:18][C:19]1[N:20]=[N:21][C:22](Cl)=[CH:23][CH:24]=1. Product: [CH3:7][O:8][C:9](=[O:17])[C:10]1[CH:15]=[CH:14][C:13]([O:16][C:22]2[N:21]=[N:20][C:19]([Cl:18])=[CH:24][CH:23]=2)=[CH:12][CH:11]=1. The catalyst class is: 20. (2) Reactant: [Cl:1][C:2]1[N:11]=[CH:10][C:9]2[N:8]([CH2:12][C:13]([CH3:22])([O:15]C3CCCCO3)[CH3:14])[C:7](=[O:23])[C:6]3([CH3:28])[CH2:24][O:25][CH2:26][CH2:27][N:5]3[C:4]=2[N:3]=1.Cl.C([O-])(O)=O.[Na+]. Product: [Cl:1][C:2]1[N:11]=[CH:10][C:9]2[N:8]([CH2:12][C:13]([OH:15])([CH3:22])[CH3:14])[C:7](=[O:23])[C:6]3([CH3:28])[CH2:24][O:25][CH2:26][CH2:27][N:5]3[C:4]=2[N:3]=1. The catalyst class is: 1. (3) Reactant: CS(O[CH2:6][CH2:7][N:8]1[CH:12]=[C:11]([CH2:13][C:14]([NH:16][CH2:17][C:18]2[CH:23]=[CH:22][C:21]([F:24])=[CH:20][C:19]=2[Cl:25])=[O:15])[C:10]([C:26]([F:29])([F:28])[F:27])=[N:9]1)(=O)=O.[NH2:30][CH2:31][CH2:32][OH:33].CN1CCCC1=O. Product: [Cl:25][C:19]1[CH:20]=[C:21]([F:24])[CH:22]=[CH:23][C:18]=1[CH2:17][NH:16][C:14](=[O:15])[CH2:13][C:11]1[C:10]([C:26]([F:28])([F:27])[F:29])=[N:9][N:8]([CH2:7][CH2:6][NH:30][CH2:31][CH2:32][OH:33])[CH:12]=1. The catalyst class is: 7. (4) Reactant: [Si:1]([O:8][CH2:9][CH2:10][N:11]1[CH:15]=[C:14]([NH2:16])[CH:13]=[N:12]1)([C:4]([CH3:7])([CH3:6])[CH3:5])([CH3:3])[CH3:2].Br[C:18]1[C:19](=[O:26])[N:20]([CH3:25])[CH:21]=[C:22]([Br:24])[N:23]=1.C(=O)([O-])[O-].[Cs+].[Cs+].CC1(C)C2C(=C(P(C3C=CC=CC=3)C3C=CC=CC=3)C=CC=2)OC2C(P(C3C=CC=CC=3)C3C=CC=CC=3)=CC=CC1=2. Product: [Br:24][C:22]1[N:23]=[C:18]([NH:16][C:14]2[CH:13]=[N:12][N:11]([CH2:10][CH2:9][O:8][Si:1]([C:4]([CH3:7])([CH3:5])[CH3:6])([CH3:3])[CH3:2])[CH:15]=2)[C:19](=[O:26])[N:20]([CH3:25])[CH:21]=1. The catalyst class is: 102. (5) Reactant: [NH:1]([C:3]1[N:4]=[C:5]2[CH:11]=[CH:10][N:9]([S:12]([C:15]3[CH:21]=[CH:20][C:18]([CH3:19])=[CH:17][CH:16]=3)(=[O:14])=[O:13])[C:6]2=[N:7][CH:8]=1)[NH2:2].[C:22]([CH2:24][CH2:25][C@H:26]1[CH2:30][C@H:29]([C:31](O)=[O:32])[C@H:28]([CH3:34])[CH2:27]1)#[N:23].CN(C(ON1N=NC2C=CC=NC1=2)=[N+](C)C)C.F[P-](F)(F)(F)(F)F.OP([O-])(O)=O.[K+]. Product: [C:22]([CH2:24][CH2:25][C@H:26]1[CH2:30][C@H:29]([C:31]([NH:2][NH:1][C:3]2[N:4]=[C:5]3[CH:11]=[CH:10][N:9]([S:12]([C:15]4[CH:21]=[CH:20][C:18]([CH3:19])=[CH:17][CH:16]=4)(=[O:13])=[O:14])[C:6]3=[N:7][CH:8]=2)=[O:32])[C@H:28]([CH3:34])[CH2:27]1)#[N:23]. The catalyst class is: 2.